This data is from Full USPTO retrosynthesis dataset with 1.9M reactions from patents (1976-2016). The task is: Predict the reactants needed to synthesize the given product. (1) Given the product [C:6]([NH:33][CH2:34][CH2:35][S:36]([OH:39])(=[O:38])=[O:37])(=[O:32])[CH2:7][CH2:8][CH2:9][CH2:10][CH2:11][CH2:12][CH2:13][CH2:14][C:15]#[C:16][C:17]#[C:18][CH2:19][CH2:20][CH2:21][CH2:22][CH2:23][CH2:24][CH2:25][CH2:26][CH2:27][CH2:28][CH2:29][CH3:30], predict the reactants needed to synthesize it. The reactants are: S([O-])([O-])(=O)=O.[C:6]([OH:32])(=O)[CH2:7][CH2:8][CH2:9][CH2:10][CH2:11][CH2:12][CH2:13][CH2:14][C:15]#[C:16][C:17]#[C:18][CH2:19][CH2:20][CH2:21][CH2:22][CH2:23][CH2:24][CH2:25][CH2:26][CH2:27][CH2:28][CH2:29][CH3:30].[NH2:33][CH2:34][CH2:35][S:36]([OH:39])(=[O:38])=[O:37]. (2) Given the product [Cl:2][C:3]1[CH:4]=[C:5]([N:9]2[C:13]([CH2:14][NH:15][C:33]([NH:32][C:23]3[CH:24]=[CH:25][C:26]([C:27]4([OH:31])[CH2:30][O:29][CH2:28]4)=[C:21]([F:20])[CH:22]=3)=[O:34])=[CH:12][C:11]([C:16]([F:17])([F:18])[F:19])=[N:10]2)[CH:6]=[CH:7][CH:8]=1, predict the reactants needed to synthesize it. The reactants are: Cl.[Cl:2][C:3]1[CH:4]=[C:5]([N:9]2[C:13]([CH2:14][NH2:15])=[CH:12][C:11]([C:16]([F:19])([F:18])[F:17])=[N:10]2)[CH:6]=[CH:7][CH:8]=1.[F:20][C:21]1[CH:22]=[C:23]([NH:32][C:33](=O)[O:34]C2C=CC=CC=2)[CH:24]=[CH:25][C:26]=1[C:27]1([OH:31])[CH2:30][O:29][CH2:28]1. (3) The reactants are: [Br:1][C:2]1[CH:10]=[C:9]2[C:5]([CH:6]=[C:7]([C:21]([N:23]3[CH2:28][CH2:27][N:26]([S:29]([CH:32]4[CH2:34][CH2:33]4)(=[O:31])=[O:30])[CH2:25][CH2:24]3)=[O:22])[N:8]2[CH2:11][CH2:12][O:13][Si](C(C)(C)C)(C)C)=[CH:4][C:3]=1[O:35][CH:36]1[CH2:41][CH2:40][N:39]([CH:42]([CH3:44])[CH3:43])[CH2:38][CH2:37]1.FC(F)(F)C(O)=O. Given the product [Br:1][C:2]1[CH:10]=[C:9]2[C:5]([CH:6]=[C:7]([C:21]([N:23]3[CH2:28][CH2:27][N:26]([S:29]([CH:32]4[CH2:34][CH2:33]4)(=[O:30])=[O:31])[CH2:25][CH2:24]3)=[O:22])[N:8]2[CH2:11][CH2:12][OH:13])=[CH:4][C:3]=1[O:35][CH:36]1[CH2:37][CH2:38][N:39]([CH:42]([CH3:44])[CH3:43])[CH2:40][CH2:41]1, predict the reactants needed to synthesize it. (4) The reactants are: [Cl:1][C:2]1[CH:7]=[C:6]([F:8])[C:5]([N+:9]([O-])=O)=[CH:4][C:3]=1[N:12]1[CH2:17][C:16]2[CH:18]=[N:19][C:20]([N:22](OC)[CH3:23])=[CH:21][C:15]=2[N:14]([CH3:26])[C:13]1=[O:27]. Given the product [NH2:9][C:5]1[C:6]([F:8])=[CH:7][C:2]([Cl:1])=[C:3]([N:12]2[CH2:17][C:16]3[CH:18]=[N:19][C:20]([NH:22][CH3:23])=[CH:21][C:15]=3[N:14]([CH3:26])[C:13]2=[O:27])[CH:4]=1, predict the reactants needed to synthesize it. (5) Given the product [O:15]1[CH2:16][CH2:17][N:12]([CH2:9]/[CH:8]=[CH:7]/[C:6]([O:5][C:1]([CH3:4])([CH3:3])[CH3:2])=[O:11])[CH2:13][CH2:14]1, predict the reactants needed to synthesize it. The reactants are: [C:1]([O:5][C:6](=[O:11])/[CH:7]=[CH:8]/[CH2:9]I)([CH3:4])([CH3:3])[CH3:2].[NH:12]1[CH2:17][CH2:16][O:15][CH2:14][CH2:13]1.C(=O)([O-])O.[Na+].C(OCC)(=O)C. (6) Given the product [C:1]([O:4][CH2:5][C:6]1[CH:15]=[CH:14][C:9]([C:10]([O:12][CH3:13])=[O:11])=[CH:8][C:7]=1[B:25]1[O:26][C:27]([CH3:29])([CH3:28])[C:23]([CH3:39])([CH3:22])[O:24]1)(=[O:3])[CH3:2], predict the reactants needed to synthesize it. The reactants are: [C:1]([O:4][CH2:5][C:6]1[CH:15]=[CH:14][C:9]([C:10]([O:12][CH3:13])=[O:11])=[CH:8][C:7]=1Br)(=[O:3])[CH3:2].CC([O-])=O.[K+].[CH3:22][C:23]1([CH3:39])[C:27]([CH3:29])([CH3:28])[O:26][B:25]([B:25]2[O:26][C:27]([CH3:29])([CH3:28])[C:23]([CH3:39])([CH3:22])[O:24]2)[O:24]1.